Dataset: Forward reaction prediction with 1.9M reactions from USPTO patents (1976-2016). Task: Predict the product of the given reaction. (1) Given the reactants [CH3:1][S:2]([CH2:5][CH2:6][CH2:7][C:8]([O:10]CC)=[O:9])(=[O:4])=[O:3].[OH-].[Na+], predict the reaction product. The product is: [CH3:1][S:2]([CH2:5][CH2:6][CH2:7][C:8]([OH:10])=[O:9])(=[O:4])=[O:3]. (2) Given the reactants [I-].[K+].CS(O[CH2:8][CH2:9][O:10][C:11]1[C:19]2[C:14](=[N:15][CH:16]=[N:17][C:18]=2[NH:20][C:21]2[CH:26]=[CH:25][C:24]([O:27][C:28]3[CH:29]=[N:30][C:31]([CH3:34])=[CH:32][CH:33]=3)=[C:23]([F:35])[CH:22]=2)[NH:13][N:12]=1)(=O)=O.[NH:36]1[CH2:41][CH2:40][O:39][CH2:38][CH2:37]1, predict the reaction product. The product is: [F:35][C:23]1[CH:22]=[C:21]([NH:20][C:18]2[N:17]=[CH:16][N:15]=[C:14]3[NH:13][N:12]=[C:11]([O:10][CH2:9][CH2:8][N:36]4[CH2:41][CH2:40][O:39][CH2:38][CH2:37]4)[C:19]=23)[CH:26]=[CH:25][C:24]=1[O:27][C:28]1[CH:29]=[N:30][C:31]([CH3:34])=[CH:32][CH:33]=1. (3) Given the reactants [CH:1]1[CH:2]=[CH:3][C:4]([N:7]=[N:8][C:9]2[CH:10]=[CH:11][C:12]([OH:15])=[CH:13][CH:14]=2)=[CH:5][CH:6]=1.C(N(CC)CC)C.[C:23](Cl)(=[O:26])[CH2:24][CH3:25], predict the reaction product. The product is: [C:4]1([N:7]=[N:8][C:9]2[CH:10]=[CH:11][C:12]([O:15][C:23](=[O:26])[CH2:24][CH3:25])=[CH:13][CH:14]=2)[CH:3]=[CH:2][CH:1]=[CH:6][CH:5]=1. (4) Given the reactants C1(C2N=NC(NNC(=O)CC3C=C4C(=CC=3)N=CC=C4)=NC=2)C=CC=CC=1.[Br:28][C:29]1[CH:34]=[CH:33][C:32]([C:35]2[N:40]=[N:39][C:38]([NH:41][NH:42][C:43](=O)[CH2:44][C:45]3[C:53]4[C:48](=[CH:49][CH:50]=[CH:51][CH:52]=4)[NH:47][CH:46]=3)=[N:37][CH:36]=2)=[CH:31][CH:30]=1, predict the reaction product. The product is: [NH:47]1[C:48]2[C:53](=[CH:52][CH:51]=[CH:50][CH:49]=2)[C:45]([CH2:44][C:43]2[N:39]3[N:40]=[C:35]([C:32]4[CH:33]=[CH:34][C:29]([Br:28])=[CH:30][CH:31]=4)[CH:36]=[N:37][C:38]3=[N:41][N:42]=2)=[CH:46]1. (5) Given the reactants [O-]P([O-])([O-])=O.[K+].[K+].[K+].[Cl:9][C:10]1[CH:15]=[CH:14][C:13]([C@H:16]2[C:25]3[C:20](=[CH:21][C:22]([O:30][CH3:31])=[C:23]([O:26][CH:27]([CH3:29])[CH3:28])[CH:24]=3)[CH2:19][C:18](=[O:32])[NH:17]2)=[CH:12][CH:11]=1.Br[C:34]1[CH:39]=[CH:38][C:37]([C:40]([C:43]23[CH2:50][CH2:49][CH:46]([CH2:47][CH2:48]2)[O:45][CH2:44]3)([OH:42])[CH3:41])=[CH:36][CH:35]=1.N[C@@H]1CCCC[C@H]1N, predict the reaction product. The product is: [Cl:9][C:10]1[CH:11]=[CH:12][C:13]([C@H:16]2[C:25]3[C:20](=[CH:21][C:22]([O:30][CH3:31])=[C:23]([O:26][CH:27]([CH3:28])[CH3:29])[CH:24]=3)[CH2:19][C:18](=[O:32])[N:17]2[C:34]2[CH:35]=[CH:36][C:37]([C:40]([OH:42])([C:43]34[CH2:48][CH2:47][CH:46]([CH2:49][CH2:50]3)[O:45][CH2:44]4)[CH3:41])=[CH:38][CH:39]=2)=[CH:14][CH:15]=1.